From a dataset of Full USPTO retrosynthesis dataset with 1.9M reactions from patents (1976-2016). Predict the reactants needed to synthesize the given product. (1) The reactants are: N[C:2]1[CH:7]=[CH:6][C:5]([C:8]2[NH:13][C:12](=[O:14])[NH:11][CH:10]([C:15]3[CH:20]=[C:19]([N+]([O-])=O)C(O)=C(OCC)[CH:16]=3)[C:9]=2[C:28]2[CH:33]=[CH:32][CH:31]=[CH:30][CH:29]=2)=[CH:4][CH:3]=1.[C:34]1([C:40](=[O:48])CC2C=CC=CC=2)C=CC=CC=1.N[C:50](N)=[O:51].Cl.[CH2:54]([OH:56])[CH3:55]. Given the product [OH:56][C:54]1[CH:16]=[C:15]([CH:10]2[C:9]([C:28]3[CH:33]=[CH:32][CH:31]=[CH:30][CH:29]=3)=[C:8]([C:5]3[CH:4]=[CH:3][CH:2]=[CH:7][CH:6]=3)[NH:13][C:12](=[O:14])[NH:11]2)[CH:20]=[CH:19][C:55]=1[C:50]([O:48][CH2:40][CH3:34])=[O:51], predict the reactants needed to synthesize it. (2) Given the product [CH2:12]([O:14][CH:15]([O:24][CH2:25][CH3:33])[C:16]1[CH:23]=[CH:22][C:19](/[CH:20]=[N:1]/[C:2]2[CH:10]=[CH:9][CH:8]=[C:7]3[C:3]=2[CH2:4][O:5][C:6]3=[O:11])=[CH:18][CH:17]=1)[CH3:13], predict the reactants needed to synthesize it. The reactants are: [NH2:1][C:2]1[CH:10]=[CH:9][CH:8]=[C:7]2[C:3]=1[CH2:4][O:5][C:6]2=[O:11].[CH2:12]([O:14][CH:15]([O:24][CH3:25])[C:16]1[CH:23]=[CH:22][C:19]([CH:20]=O)=[CH:18][CH:17]=1)[CH3:13].S([O-])([O-])(=O)=O.[Mg+2].Cl[CH2:33]Cl. (3) Given the product [F:22][C:18]1[CH:17]=[C:16]([C:14]([N:10]2[CH2:11][CH2:12][CH2:13][CH:8]([C:5]3[CH:6]=[CH:7][CH:2]=[CH:3][C:4]=3[CH3:24])[CH2:9]2)=[O:15])[CH:21]=[CH:20][N:19]=1, predict the reactants needed to synthesize it. The reactants are: Cl[C:2]1[CH:7]=[CH:6][C:5]([CH:8]2[CH2:13][CH2:12][CH2:11][N:10]([C:14]([C:16]3[CH:21]=[CH:20][N:19]=[C:18]([F:22])[CH:17]=3)=[O:15])[CH2:9]2)=[CH:4][CH:3]=1.F[C:24]1C=C(C=CN=1)C(O)=O.Cl.CC1C=CC=CC=1C1CCCNC1.